This data is from Reaction yield outcomes from USPTO patents with 853,638 reactions. The task is: Predict the reaction yield, written as a fraction of the theoretical maximum amount of product (1.0 means a 100% yield; for example, 0.34 means a 34% yield). (1) The reactants are [N:1]1[C:10]2[C:5](=[CH:6][C:7]([CH2:11][N:12]3[C:16]4=[N:17][C:18]([C:21]5[CH:29]=[CH:28][C:24]([C:25]([OH:27])=O)=[CH:23][CH:22]=5)=[CH:19][CH:20]=[C:15]4[N:14]=[N:13]3)=[CH:8][CH:9]=2)[CH:4]=[CH:3][CH:2]=1.CN(C=O)C.CCN=C=NCCCN(C)C.Cl.C(N(CC)CC)C.[CH3:54][N:55]1[CH2:60][CH2:59][NH:58][CH2:57][CH2:56]1. The catalyst is O. The product is [CH3:54][N:55]1[CH2:60][CH2:59][N:58]([C:25]([C:24]2[CH:23]=[CH:22][C:21]([C:18]3[N:17]=[C:16]4[N:12]([CH2:11][C:7]5[CH:6]=[C:5]6[C:10](=[CH:9][CH:8]=5)[N:1]=[CH:2][CH:3]=[CH:4]6)[N:13]=[N:14][C:15]4=[CH:20][CH:19]=3)=[CH:29][CH:28]=2)=[O:27])[CH2:57][CH2:56]1. The yield is 0.0170. (2) The reactants are C(OP([CH:9]([CH2:17][C:18]1[N:19]=[CH:20][S:21][CH:22]=1)[C:10]([O:12][C:13]([CH3:16])([CH3:15])[CH3:14])=[O:11])(OCC)=O)C.[H-].[Na+].[CH2:25]=O. No catalyst specified. The product is [S:21]1[CH:22]=[C:18]([CH2:17][C:9](=[CH2:25])[C:10]([O:12][C:13]([CH3:14])([CH3:15])[CH3:16])=[O:11])[N:19]=[CH:20]1. The yield is 0.920. (3) The reactants are [Cl:1][C:2]1[CH:28]=[CH:27][C:5]2[N:6]3[C:10]([CH2:11][NH:12][CH2:13][C:4]=2[CH:3]=1)=[N:9][N:8]=[C:7]3[C@H:14]1[CH2:19][CH2:18][C@H:17]([C:20]2[C:25]([F:26])=[CH:24][CH:23]=[CH:22][N:21]=2)[CH2:16][CH2:15]1.C(N(CC)CC)C.[C:36](Cl)(=[O:38])[CH3:37]. The catalyst is ClCCl. The product is [Cl:1][C:2]1[CH:28]=[CH:27][C:5]2[N:6]3[C:10]([CH2:11][N:12]([C:36](=[O:38])[CH3:37])[CH2:13][C:4]=2[CH:3]=1)=[N:9][N:8]=[C:7]3[C@H:14]1[CH2:19][CH2:18][C@H:17]([C:20]2[C:25]([F:26])=[CH:24][CH:23]=[CH:22][N:21]=2)[CH2:16][CH2:15]1. The yield is 0.120. (4) The reactants are ClC(OCC)=O.Cl.[Br:8][C:9]1[N:14]=[CH:13][C:12]([C@@H:15]2[CH2:17][C@H:16]2[C:18]([OH:20])=O)=[CH:11][CH:10]=1.CCN(CC)CC.[N-:28]=[N+:29]=[N-:30].[Na+]. The catalyst is CC(C)=O.O. The product is [Br:8][C:9]1[N:14]=[CH:13][C:12]([C@@H:15]2[CH2:17][C@H:16]2[C:18]([N:28]=[N+:29]=[N-:30])=[O:20])=[CH:11][CH:10]=1. The yield is 0.455. (5) The reactants are [CH:1]1([C:4]2[NH:8][N:7]=[C:6]([NH:9][C:10]3[N:15]=[C:14]([NH:16][C@H:17]([C:19]4[CH:24]=[CH:23][C:22]([F:25])=[CH:21][CH:20]=4)[CH3:18])[C:13]([N+:26]([O-])=O)=[CH:12][CH:11]=3)[CH:5]=2)[CH2:3][CH2:2]1.[Cl-].[NH4+].C([O-])(=O)C.[NH4+]. The catalyst is CO.C1COCC1.[Zn]. The product is [CH:1]1([C:4]2[NH:8][N:7]=[C:6]([NH:9][C:10]3[N:15]=[C:14]([NH:16][C@H:17]([C:19]4[CH:20]=[CH:21][C:22]([F:25])=[CH:23][CH:24]=4)[CH3:18])[C:13]([NH2:26])=[CH:12][CH:11]=3)[CH:5]=2)[CH2:3][CH2:2]1. The yield is 1.00. (6) No catalyst specified. The reactants are [I:1][C:2]1[CH:14]=[N:13][C:5]2[NH:6][C:7]([CH3:12])([CH3:11])[C:8](=[O:10])[NH:9][C:4]=2[CH:3]=1.[F:15][C:16]1[CH:23]=[CH:22][C:21]([F:24])=[CH:20][C:17]=1[CH2:18]Br. The yield is 0.980. The product is [F:15][C:16]1[CH:23]=[CH:22][C:21]([F:24])=[CH:20][C:17]=1[CH2:18][N:9]1[C:8](=[O:10])[C:7]([CH3:11])([CH3:12])[NH:6][C:5]2[N:13]=[CH:14][C:2]([I:1])=[CH:3][C:4]1=2.